Dataset: Reaction yield outcomes from USPTO patents with 853,638 reactions. Task: Predict the reaction yield, written as a fraction of the theoretical maximum amount of product (1.0 means a 100% yield; for example, 0.34 means a 34% yield). (1) The reactants are Cl.[N:2]1([CH:18]2[CH2:23][CH2:22][NH:21][CH2:20][CH2:19]2)[CH2:7][CH2:6][CH:5]([N:8]2[C@H:12]3[CH2:13][CH2:14][CH2:15][CH2:16][C@H:11]3[NH:10][C:9]2=[O:17])[CH2:4][CH2:3]1.C(=O)([O-])[O-].[K+].[K+].Cl[C:31]([O:33][CH:34]([CH3:36])[CH3:35])=[O:32].C1(C)C=CC=CC=1. The catalyst is CC(C)=O.ClCCl.O. The product is [O:17]=[C:9]1[N:8]([CH:5]2[CH2:4][CH2:3][N:2]([CH:18]3[CH2:23][CH2:22][N:21]([C:31]([O:33][CH:34]([CH3:36])[CH3:35])=[O:32])[CH2:20][CH2:19]3)[CH2:7][CH2:6]2)[C@H:12]2[CH2:13][CH2:14][CH2:15][CH2:16][C@H:11]2[NH:10]1. The yield is 0.560. (2) The reactants are C[O:2][C:3]1[CH:4]=[C:5]2[C:10](=[CH:11][CH:12]=1)[C:9](=[O:13])[CH2:8][CH2:7][CH2:6]2.O. The catalyst is Br. The product is [OH:2][C:3]1[CH:4]=[C:5]2[C:10](=[CH:11][CH:12]=1)[C:9](=[O:13])[CH2:8][CH2:7][CH2:6]2. The yield is 0.920.